This data is from Reaction yield outcomes from USPTO patents with 853,638 reactions. The task is: Predict the reaction yield, written as a fraction of the theoretical maximum amount of product (1.0 means a 100% yield; for example, 0.34 means a 34% yield). (1) The reactants are [Br:1][C:2]1[CH:3]=[CH:4][C:5]([CH2:8][NH:9][C:10](=O)[CH3:11])=[N:6][CH:7]=1.O=P(Cl)(Cl)Cl. The catalyst is C1(C)C=CC=CC=1. The product is [Br:1][C:2]1[CH:3]=[CH:4][C:5]2[N:6]([C:10]([CH3:11])=[N:9][CH:8]=2)[CH:7]=1. The yield is 0.700. (2) The reactants are [C:1]([O:5][C:6](=[O:35])[N:7]([C:17]1[CH:22]=[CH:21][C:20]([CH:23]([C:25]2[C:33]3[C:28](=[N:29][CH:30]=[C:31]([Cl:34])[CH:32]=3)[NH:27][CH:26]=2)[OH:24])=[CH:19][N:18]=1)[CH2:8][C:9]1[CH:10]=[N:11][C:12]([O:15][CH3:16])=[CH:13][CH:14]=1)([CH3:4])([CH3:3])[CH3:2].CC(OI1(OC(C)=O)(OC(C)=O)OC(=O)C2C=CC=CC1=2)=O. The catalyst is ClCCl. The product is [C:1]([O:5][C:6](=[O:35])[N:7]([C:17]1[CH:22]=[CH:21][C:20]([C:23]([C:25]2[C:33]3[C:28](=[N:29][CH:30]=[C:31]([Cl:34])[CH:32]=3)[NH:27][CH:26]=2)=[O:24])=[CH:19][N:18]=1)[CH2:8][C:9]1[CH:10]=[N:11][C:12]([O:15][CH3:16])=[CH:13][CH:14]=1)([CH3:4])([CH3:2])[CH3:3]. The yield is 0.330.